The task is: Regression. Given a peptide amino acid sequence and an MHC pseudo amino acid sequence, predict their binding affinity value. This is MHC class I binding data.. This data is from Peptide-MHC class I binding affinity with 185,985 pairs from IEDB/IMGT. (1) The peptide sequence is NLWNGIVPM. The MHC is HLA-A02:01 with pseudo-sequence HLA-A02:01. The binding affinity (normalized) is 0.725. (2) The MHC is HLA-B15:01 with pseudo-sequence HLA-B15:01. The peptide sequence is SINNIDPHF. The binding affinity (normalized) is 0.770. (3) The peptide sequence is ILQEMSETY. The MHC is HLA-A01:01 with pseudo-sequence HLA-A01:01. The binding affinity (normalized) is 0.0847. (4) The binding affinity (normalized) is 0. The MHC is HLA-A68:02 with pseudo-sequence HLA-A68:02. The peptide sequence is KRQEILDLWVY. (5) The peptide sequence is SQTQPPAPV. The MHC is HLA-A02:01 with pseudo-sequence HLA-A02:01. The binding affinity (normalized) is 0.384.